From a dataset of Forward reaction prediction with 1.9M reactions from USPTO patents (1976-2016). Predict the product of the given reaction. (1) Given the reactants [H-].[Na+].[NH:3]1[C:11]2[C:6](=[CH:7][C:8]([O:12][C:13]3[CH:18]=[CH:17][N:16]=[C:15]([NH2:19])[N:14]=3)=[CH:9][CH:10]=2)[CH:5]=[CH:4]1.[CH2:20]([NH:22][C:23](=O)[O:24]C1C=CC=CC=1)[CH3:21], predict the reaction product. The product is: [CH2:20]([NH:22][C:23]([N:3]1[C:11]2[C:6](=[CH:7][C:8]([O:12][C:13]3[CH:18]=[CH:17][N:16]=[C:15]([NH2:19])[N:14]=3)=[CH:9][CH:10]=2)[CH:5]=[CH:4]1)=[O:24])[CH3:21]. (2) The product is: [CH3:1][O:2][C:3](=[O:32])[C@H:4]([CH2:22][C:23]1[CH:24]=[CH:25][C:26]([NH2:29])=[CH:27][CH:28]=1)[NH:5][C:6]([C:8]1([CH2:13][C:14]2[CH:19]=[CH:18][C:17]([O:20][CH3:21])=[CH:16][CH:15]=2)[CH2:12][CH2:11][CH2:10][CH2:9]1)=[O:7]. Given the reactants [CH3:1][O:2][C:3](=[O:32])[C@H:4]([CH2:22][C:23]1[CH:28]=[CH:27][C:26]([N+:29]([O-])=O)=[CH:25][CH:24]=1)[NH:5][C:6]([C:8]1([CH2:13][C:14]2[CH:19]=[CH:18][C:17]([O:20][CH3:21])=[CH:16][CH:15]=2)[CH2:12][CH2:11][CH2:10][CH2:9]1)=[O:7], predict the reaction product. (3) Given the reactants C([O:8][C:9]1[C:13]([CH2:14][C:15]2[CH:20]=[CH:19][C:18]([CH2:21][CH3:22])=[CH:17][CH:16]=2)=[C:12]([CH3:23])[N:11]([CH:24]([CH3:26])[CH3:25])[N:10]=1)C1C=CC=CC=1, predict the reaction product. The product is: [CH2:21]([C:18]1[CH:19]=[CH:20][C:15]([CH2:14][C:13]2[C:9]([OH:8])=[N:10][N:11]([CH:24]([CH3:25])[CH3:26])[C:12]=2[CH3:23])=[CH:16][CH:17]=1)[CH3:22]. (4) Given the reactants [CH2:1]([N:3]1[C:11]2[C:6](=[CH:7][CH:8]=[C:9]([NH:12][C:13](=[O:26])[C:14]3[CH:19]=[CH:18][C:17]([N:20]4[CH2:25][CH2:24][NH:23][CH2:22][CH2:21]4)=[N:16][CH:15]=3)[CH:10]=2)[CH:5]=[CH:4]1)[CH3:2].Br[C:28]1[CH:36]=[CH:35][C:31]([C:32]([OH:34])=[O:33])=[CH:30][C:29]=1[CH3:37].C(C1C=C(NC(C2C=CC(N3CCN(C4C=CC(C(O)=O)=CC=4)CC3)=C(F)C=2)=O)C=CC=1)(C)(C)C, predict the reaction product. The product is: [CH3:37][C:29]1[CH:30]=[C:31]([CH:35]=[CH:36][C:28]=1[N:23]1[CH2:24][CH2:25][N:20]([C:17]2[CH:18]=[CH:19][C:14]([C:13](=[O:26])[NH:12][C:9]3[CH:10]=[C:11]4[C:6]([CH:5]=[CH:4][N:3]4[CH2:1][CH3:2])=[CH:7][CH:8]=3)=[CH:15][N:16]=2)[CH2:21][CH2:22]1)[C:32]([OH:34])=[O:33]. (5) Given the reactants [Br:1][C:2]1[C:3]([SH:8])=[N:4][CH:5]=[CH:6][CH:7]=1.[CH2:9]([O:11][C:12](=[O:17])[C:13](Br)([CH3:15])[CH3:14])[CH3:10].C(=O)([O-])[O-].[Na+].[Na+].Cl, predict the reaction product. The product is: [Br:1][C:2]1[C:3]([S:8][C:13]([CH3:15])([CH3:14])[C:12]([O:11][CH2:9][CH3:10])=[O:17])=[N:4][CH:5]=[CH:6][CH:7]=1. (6) Given the reactants [NH:1]1[CH2:5][CH2:4][CH:3]=[CH:2]1.CCN(CC)CC.[CH3:13][C:14]([O:17][C:18](O[C:18]([O:17][C:14]([CH3:16])([CH3:15])[CH3:13])=[O:19])=[O:19])([CH3:16])[CH3:15], predict the reaction product. The product is: [C:14]([O:17][C:18]([N:1]1[CH2:5][CH:4]=[CH:3][CH2:2]1)=[O:19])([CH3:16])([CH3:15])[CH3:13].